This data is from Forward reaction prediction with 1.9M reactions from USPTO patents (1976-2016). The task is: Predict the product of the given reaction. (1) Given the reactants [Br:1][C:2]1[CH:7]=[CH:6][C:5]([F:8])=[CH:4][C:3]=1[OH:9].[C:10](=O)([O-])[O-].[K+].[K+].CI, predict the reaction product. The product is: [Br:1][C:2]1[CH:7]=[CH:6][C:5]([F:8])=[CH:4][C:3]=1[O:9][CH3:10]. (2) Given the reactants [F:1][C:2]([F:22])([F:21])[C:3]1[CH:4]=[C:5]([CH:18]=[CH:19][CH:20]=1)[O:6][C:7]1[C:16]2[C:11](=[C:12]([NH2:17])[CH:13]=[CH:14][CH:15]=2)[N:10]=[CH:9][N:8]=1.[Cl:23][C:24]1[C:25]([C:38](O)=[O:39])=[N:26][C:27]([CH2:30][NH:31][C:32](=[O:37])[C:33]([CH3:36])([CH3:35])[CH3:34])=[CH:28][CH:29]=1.C(Cl)(=O)C(Cl)=O.CCN(C(C)C)C(C)C, predict the reaction product. The product is: [Cl:23][C:24]1[C:25]([C:38]([NH:17][C:12]2[CH:13]=[CH:14][CH:15]=[C:16]3[C:11]=2[N:10]=[CH:9][N:8]=[C:7]3[O:6][C:5]2[CH:18]=[CH:19][CH:20]=[C:3]([C:2]([F:1])([F:21])[F:22])[CH:4]=2)=[O:39])=[N:26][C:27]([CH2:30][NH:31][C:32](=[O:37])[C:33]([CH3:36])([CH3:34])[CH3:35])=[CH:28][CH:29]=1. (3) Given the reactants [CH3:1][O:2][C:3](=[O:11])[C:4]1[CH:9]=[CH:8][C:7]([NH2:10])=[CH:6][CH:5]=1.C[O:13][C:14](=O)[CH2:15][C:16](=[O:20])[CH:17]([CH3:19])[CH3:18].C(N)CN, predict the reaction product. The product is: [CH3:18][CH:17]([CH3:19])[C:16](=[O:20])[CH2:15][C:14]([NH:10][C:7]1[CH:8]=[CH:9][C:4]([C:3]([O:2][CH3:1])=[O:11])=[CH:5][CH:6]=1)=[O:13]. (4) Given the reactants [CH2:1]([O:8][N:9]1[C:18]2[C:13](=[CH:14][CH:15]=[CH:16][N:17]=2)[C:12]([OH:19])=[C:11]([C:20]([O:22][CH3:23])=[O:21])[C:10]1=[O:24])[C:2]1[CH:7]=[CH:6][CH:5]=[CH:4][CH:3]=1.C(N(CC)CC)C.[F:32][C:33]([F:46])([F:45])[S:34](O[S:34]([C:33]([F:46])([F:45])[F:32])(=[O:36])=[O:35])(=[O:36])=[O:35], predict the reaction product. The product is: [CH2:1]([O:8][N:9]1[C:18]2[C:13](=[CH:14][CH:15]=[CH:16][N:17]=2)[C:12]([O:19][S:34]([C:33]([F:46])([F:45])[F:32])(=[O:36])=[O:35])=[C:11]([C:20]([O:22][CH3:23])=[O:21])[C:10]1=[O:24])[C:2]1[CH:7]=[CH:6][CH:5]=[CH:4][CH:3]=1. (5) Given the reactants COC(=O)[C:4]1[CH:9]=[CH:8][CH:7]=[C:6]([NH:10][C:11](=[O:38])[CH2:12][N:13]2[N:19]=[C:18]([CH:20]3[CH2:25][CH2:24][CH2:23][CH2:22][CH2:21]3)[C:17]3[CH:26]=[CH:27][CH:28]=[CH:29][C:16]=3[N:15]([CH2:30][C:31](=[O:36])[C:32]([CH3:35])([CH3:34])[CH3:33])[C:14]2=[O:37])[CH:5]=1.O=C1N(CC(O)=O)N=C(C2C=CC=CN=2)C2C=CC=CC=2N1CC(=O)C1C=CC=CC=1C.[C:72]([O:76][C:77](=[O:87])[N:78](C1C=CC=C(N)C=1)[CH3:79])([CH3:75])([CH3:74])[CH3:73].C1(C2C3C=CC=CC=3N(CC(=O)C(C)(C)C)C(=O)N(CC(O)=O)N=2)CCCCC1.COC(=O)C1C=CC=C(N)C=1, predict the reaction product. The product is: [C:72]([O:76][C:77](=[O:87])[N:78]([C:4]1[CH:9]=[CH:8][CH:7]=[C:6]([NH:10][C:11](=[O:38])[CH2:12][N:13]2[N:19]=[C:18]([CH:17]3[CH2:16][CH2:29][CH2:28][CH2:27][CH2:26]3)[C:20]3[CH:21]=[CH:22][CH:23]=[CH:24][C:25]=3[N:15]([CH2:30][C:31](=[O:36])[C:32]([CH3:34])([CH3:35])[CH3:33])[C:14]2=[O:37])[CH:5]=1)[CH3:79])([CH3:75])([CH3:74])[CH3:73]. (6) Given the reactants [C:1]([O:5][C:6]([N:8]([CH3:28])[CH:9]([CH3:27])[C:10]([NH:12][CH:13]([CH:24]([CH3:26])[CH3:25])[C:14]([N:16]1[CH2:20][CH2:19][S:18][CH:17]1[C:21]([OH:23])=O)=[O:15])=[O:11])=[O:7])([CH3:4])([CH3:3])[CH3:2].[C@H:29]1([NH2:39])[C:38]2[C:33](=[CH:34][CH:35]=[CH:36][CH:37]=2)[CH2:32][CH2:31][CH2:30]1.Cl.C(N=C=NCCCN(C)C)C.O.ON1C2C=CC=CC=2N=N1.CN1CCOCC1, predict the reaction product. The product is: [C:1]([O:5][C:6](=[O:7])[N:8]([CH3:28])[CH:9]([C:10](=[O:11])[NH:12][CH:13]([C:14]([N:16]1[CH2:20][CH2:19][S:18][CH:17]1[C:21](=[O:23])[NH:39][CH:29]1[C:38]2[C:33](=[CH:34][CH:35]=[CH:36][CH:37]=2)[CH2:32][CH2:31][CH2:30]1)=[O:15])[CH:24]([CH3:25])[CH3:26])[CH3:27])([CH3:4])([CH3:2])[CH3:3]. (7) The product is: [Br:1][C:2]1[C:3](=[O:10])[N:4]([CH3:9])[C:5]([N:12]([CH3:11])[C:13]2[CH:18]=[CH:17][CH:16]=[CH:15][CH:14]=2)=[N:6][CH:7]=1. Given the reactants [Br:1][C:2]1[C:3](=[O:10])[N:4]([CH3:9])[C:5](Cl)=[N:6][CH:7]=1.[CH3:11][NH:12][C:13]1[CH:18]=[CH:17][CH:16]=[CH:15][CH:14]=1, predict the reaction product.